Dataset: Forward reaction prediction with 1.9M reactions from USPTO patents (1976-2016). Task: Predict the product of the given reaction. Given the reactants S(=O)(=O)(O)O.[N+]([C:9]1[CH:10]=C(S([O-])(=O)=O)C=C[CH:14]=1)([O-])=O.[Na+].[N+:20]([C:23]1[CH:29]=[C:28]([F:30])[CH:27]=[CH:26][C:24]=1[NH2:25])([O-:22])=[O:21].OCC(CO)O.N, predict the reaction product. The product is: [F:30][C:28]1[CH:27]=[C:26]2[C:24](=[C:23]([N+:20]([O-:22])=[O:21])[CH:29]=1)[N:25]=[CH:10][CH:9]=[CH:14]2.